Task: Predict which catalyst facilitates the given reaction.. Dataset: Catalyst prediction with 721,799 reactions and 888 catalyst types from USPTO (1) Reactant: [CH3:1][C:2]1[CH:7]=[CH:6][C:5]([C:8]2[CH:13]=[C:12]([C:14](=[O:24])[NH:15][CH2:16][C:17]3[CH:18]=[N:19][C:20]([CH3:23])=[N:21][CH:22]=3)[CH:11]=[C:10]([C:25](O)=[O:26])[CH:9]=2)=[CH:4][CH:3]=1.Cl.CN(C)CCCN=C=NCC.O.ON1C2C=CC=CC=2N=N1.[F:51][C:52]1([F:56])[CH2:55][NH:54][CH2:53]1.C(N(CC)C(C)C)(C)C. Product: [F:51][C:52]1([F:56])[CH2:55][N:54]([C:25]([C:10]2[CH:11]=[C:12]([C:14]([NH:15][CH2:16][C:17]3[CH:22]=[N:21][C:20]([CH3:23])=[N:19][CH:18]=3)=[O:24])[CH:13]=[C:8]([C:5]3[CH:6]=[CH:7][C:2]([CH3:1])=[CH:3][CH:4]=3)[CH:9]=2)=[O:26])[CH2:53]1. The catalyst class is: 2. (2) Reactant: [CH3:1][O:2][C:3]1[CH:4]=[CH:5][C:6]2[C:10]([C:11](=[O:24])[C:12]3[CH:17]=[C:16]([O:18][CH3:19])[C:15]([O:20][CH3:21])=[C:14]([O:22][CH3:23])[CH:13]=3)=[C:9]([CH3:25])[S:8][C:7]=2[C:26]=1[O:27]S(C1C=CC(C)=CC=1)(=O)=O.CO.C(C(O)=O)(F)(F)F. Product: [OH:27][C:26]1[C:7]2[S:8][C:9]([CH3:25])=[C:10]([C:11](=[O:24])[C:12]3[CH:17]=[C:16]([O:18][CH3:19])[C:15]([O:20][CH3:21])=[C:14]([O:22][CH3:23])[CH:13]=3)[C:6]=2[CH:5]=[CH:4][C:3]=1[O:2][CH3:1]. The catalyst class is: 464. (3) Reactant: Cl[CH2:2][CH2:3][CH2:4][N:5]1[CH2:10][CH2:9][O:8][CH2:7][CH2:6]1.C([O-])([O-])=O.[Cs+].[Cs+].[CH3:17][O:18][C:19]1[CH:24]=[C:23]([B:25]2[O:29][C:28]([CH3:31])([CH3:30])[C:27]([CH3:33])([CH3:32])[O:26]2)[CH:22]=[CH:21][C:20]=1[OH:34]. Product: [CH3:17][O:18][C:19]1[CH:24]=[C:23]([B:25]2[O:29][C:28]([CH3:31])([CH3:30])[C:27]([CH3:33])([CH3:32])[O:26]2)[CH:22]=[CH:21][C:20]=1[O:34][CH2:2][CH2:3][CH2:4][N:5]1[CH2:10][CH2:9][O:8][CH2:7][CH2:6]1. The catalyst class is: 3.